This data is from Full USPTO retrosynthesis dataset with 1.9M reactions from patents (1976-2016). The task is: Predict the reactants needed to synthesize the given product. Given the product [CH:44]1[C:45]2[C:40](=[CH:39][CH:38]=[CH:37][CH:36]=2)[CH:41]=[CH:42][C:43]=1[O:1][CH2:2][CH:3]1[CH2:7][CH2:6][N:5]([C:8]([O:10][CH2:11][C:12]2[N:13]=[CH:14][S:15][CH:16]=2)=[O:9])[CH2:4]1, predict the reactants needed to synthesize it. The reactants are: [OH:1][CH2:2][CH:3]1[CH2:7][CH2:6][N:5]([C:8]([O:10][CH2:11][C:12]2[N:13]=[CH:14][S:15][CH:16]=2)=[O:9])[CH2:4]1.C1(P(C2C=CC=CC=2)C2C=CC=CC=2)C=CC=CC=1.[CH:36]1[C:45]2[C:40](=[CH:41][CH:42]=[CH:43][CH:44]=2)[CH:39]=[CH:38][C:37]=1O.N(C(OC(C)C)=O)=NC(OC(C)C)=O.